Dataset: Catalyst prediction with 721,799 reactions and 888 catalyst types from USPTO. Task: Predict which catalyst facilitates the given reaction. (1) Reactant: [Cl:1][C:2]1[C:27]([O:28][CH3:29])=[N:26][C:5]2[N:6]=[C:7]([N:13]3[CH2:18][CH2:17][N:16](C(OC(C)(C)C)=O)[CH2:15][CH2:14]3)[C:8]3[N:9]([CH:10]=[N:11][N:12]=3)[C:4]=2[CH:3]=1.C(O)(C(F)(F)F)=O. Product: [Cl:1][C:2]1[C:27]([O:28][CH3:29])=[N:26][C:5]2[N:6]=[C:7]([N:13]3[CH2:18][CH2:17][NH:16][CH2:15][CH2:14]3)[C:8]3[N:9]([CH:10]=[N:11][N:12]=3)[C:4]=2[CH:3]=1. The catalyst class is: 2. (2) Reactant: [F:1][C:2]1[CH:3]=[CH:4][C:5]2[N:9]=[N:8][NH:7][C:6]=2[CH:10]=1.[OH-].[Na+].[Cl:13][CH2:14][CH2:15][CH2:16][CH2:17]Br. Product: [Cl:13][CH2:14][CH2:15][CH2:16][CH2:17][N:7]1[C:6]2[CH:10]=[C:2]([F:1])[CH:3]=[CH:4][C:5]=2[N:9]=[N:8]1. The catalyst class is: 689. (3) Product: [CH2:55]([O:54][C:52]([N:49]1[CH2:50][CH2:51][CH:46]([NH:45][C:35](=[O:37])[CH2:34][CH2:33][NH:32][C:38]([O:40][C:41]([CH3:44])([CH3:43])[CH3:42])=[O:39])[CH2:47][CH2:48]1)=[O:53])[C:56]1[CH:61]=[CH:60][CH:59]=[CH:58][CH:57]=1. The catalyst class is: 2. Reactant: CN1CCOCC1.CN(C(ON1N=NC2C=CC=NC1=2)=[N+](C)C)C.F[P-](F)(F)(F)(F)F.[NH:32]([C:38]([O:40][C:41]([CH3:44])([CH3:43])[CH3:42])=[O:39])[CH2:33][CH2:34][C:35]([OH:37])=O.[NH2:45][CH:46]1[CH2:51][CH2:50][N:49]([C:52]([O:54][CH2:55][C:56]2[CH:61]=[CH:60][CH:59]=[CH:58][CH:57]=2)=[O:53])[CH2:48][CH2:47]1. (4) Reactant: [OH:1][C:2]1[CH:17]=[CH:16][C:5]([C:6]([NH:8][CH2:9][CH:10]2[CH2:15][CH2:14][CH2:13][NH:12][CH2:11]2)=[O:7])=[CH:4][CH:3]=1.C(N(CC)CC)C.[CH2:25]([O:32][C:33](ONC(=O)CCC(N)=O)=[O:34])[C:26]1[CH:31]=[CH:30][CH:29]=[CH:28][CH:27]=1. Product: [CH2:25]([O:32][C:33]([N:12]1[CH2:13][CH2:14][CH2:15][CH:10]([CH2:9][NH:8][C:6](=[O:7])[C:5]2[CH:4]=[CH:3][C:2]([OH:1])=[CH:17][CH:16]=2)[CH2:11]1)=[O:34])[C:26]1[CH:31]=[CH:30][CH:29]=[CH:28][CH:27]=1. The catalyst class is: 7.